From a dataset of Reaction yield outcomes from USPTO patents with 853,638 reactions. Predict the reaction yield, written as a fraction of the theoretical maximum amount of product (1.0 means a 100% yield; for example, 0.34 means a 34% yield). The reactants are [Cl:1][C:2]1[CH:18]=[CH:17][C:16]([Cl:19])=[CH:15][C:3]=1[O:4][CH2:5][C:6]1[CH:11]=[CH:10][N:9]=[C:8]([C:12]([OH:14])=O)[CH:7]=1.[CH3:20][C:21]1[CH:26]=[C:25]([CH3:27])[N:24]=[C:23]([NH2:28])[CH:22]=1.C(N(CC)CC)C.C(OCC)(=O)C. The catalyst is CN(C)C=O. The product is [Cl:1][C:2]1[CH:18]=[CH:17][C:16]([Cl:19])=[CH:15][C:3]=1[O:4][CH2:5][C:6]1[CH:11]=[CH:10][N:9]=[C:8]([C:12]([NH:28][C:23]2[CH:22]=[C:21]([CH3:20])[CH:26]=[C:25]([CH3:27])[N:24]=2)=[O:14])[CH:7]=1. The yield is 0.240.